From a dataset of Full USPTO retrosynthesis dataset with 1.9M reactions from patents (1976-2016). Predict the reactants needed to synthesize the given product. Given the product [C:33]([NH:32][C:29]1[CH:30]=[CH:31][C:26]([C:2]([C:3]2[CH:12]=[C:11]3[C:6]([N:7]=[CH:8][C:9]([CH:13]4[CH2:14][CH2:15][N:16]([C:19]([O:21][C:22]([CH3:25])([CH3:24])[CH3:23])=[O:20])[CH2:17][CH2:18]4)=[N:10]3)=[CH:5][CH:4]=2)=[O:1])=[CH:27][CH:28]=1)(=[O:38])[C:34]([CH3:37])([CH3:36])[CH3:35], predict the reactants needed to synthesize it. The reactants are: [OH:1][CH:2]([C:26]1[CH:31]=[CH:30][C:29]([NH:32][C:33](=[O:38])[C:34]([CH3:37])([CH3:36])[CH3:35])=[CH:28][CH:27]=1)[C:3]1[CH:12]=[C:11]2[C:6]([N:7]=[CH:8][C:9]([CH:13]3[CH2:18][CH2:17][N:16]([C:19]([O:21][C:22]([CH3:25])([CH3:24])[CH3:23])=[O:20])[CH2:15][CH2:14]3)=[N:10]2)=[CH:5][CH:4]=1.